From a dataset of Full USPTO retrosynthesis dataset with 1.9M reactions from patents (1976-2016). Predict the reactants needed to synthesize the given product. (1) The reactants are: N[C:2]1[CH:26]=[C:25]([Cl:27])[CH:24]=[CH:23][C:3]=1[O:4][CH2:5][C:6]([N:8]1[CH2:13][CH2:12][N:11]([CH2:14][C:15]2[CH:20]=[CH:19][C:18]([F:21])=[CH:17][CH:16]=2)[CH2:10][CH:9]1[CH3:22])=[O:7].CN1CCOCC1.[C:35]([O:39][C:40]([NH:42][CH2:43][CH2:44][C:45](O)=[O:46])=[O:41])([CH3:38])([CH3:37])[CH3:36].F[P-](F)(F)(F)(F)F.N1(OC(N(C)C)=[N+](C)C)C2C=CC=CC=2N=N1. Given the product [C:35]([O:39][C:40](=[O:41])[NH:42][CH2:43][CH2:44][C:45]([C:2]1[CH:26]=[C:25]([Cl:27])[CH:24]=[CH:23][C:3]=1[O:4][CH2:5][C:6]([N:8]1[CH2:13][CH2:12][N:11]([CH2:14][C:15]2[CH:20]=[CH:19][C:18]([F:21])=[CH:17][CH:16]=2)[CH2:10][CH:9]1[CH3:22])=[O:7])=[O:46])([CH3:38])([CH3:36])[CH3:37], predict the reactants needed to synthesize it. (2) Given the product [CH3:24][N:23]([CH3:28])[C:4](=[O:7])[CH2:5][C:19]1[CH:20]=[CH:21][CH:22]=[C:13]([C:14]2[CH:32]=[CH:31][CH:30]=[C:16]3[C:15]=2[CH2:2][C:1](=[O:3])[NH:11]3)[CH:12]=1, predict the reactants needed to synthesize it. The reactants are: [CH2:1]([OH:3])[CH3:2].[C:4]([OH:7])(=O)[CH3:5].[Br-].[Br-].[Br-].[NH+:11]1[CH:16]=[CH:15][CH:14]=[CH:13][CH:12]=1.[NH+]1[CH:22]=[CH:21][CH:20]=[CH:19]C=1.[NH+:23]1[CH:28]=CC=C[CH:24]=1.O.[CH3:30][C:31](O)(C)[CH3:32]. (3) Given the product [C:29]([O:28][CH2:27][CH2:26][O:25][CH2:24][CH2:23][O:22][CH2:21][CH2:20][O:19][CH2:18][CH2:17][O:16][CH2:15][CH2:14][O:13][C:11]1[CH:12]=[C:7]([OH:6])[CH:8]=[C:9]([OH:48])[CH:10]=1)([C:42]1[CH:43]=[CH:44][CH:45]=[CH:46][CH:47]=1)([C:36]1[CH:37]=[CH:38][CH:39]=[CH:40][CH:41]=1)[C:30]1[CH:31]=[CH:32][CH:33]=[CH:34][CH:35]=1, predict the reactants needed to synthesize it. The reactants are: C([Si](C)(C)[O:6][C:7]1[CH:12]=[C:11]([O:13][CH2:14][CH2:15][O:16][CH2:17][CH2:18][O:19][CH2:20][CH2:21][O:22][CH2:23][CH2:24][O:25][CH2:26][CH2:27][O:28][C:29]([C:42]2[CH:47]=[CH:46][CH:45]=[CH:44][CH:43]=2)([C:36]2[CH:41]=[CH:40][CH:39]=[CH:38][CH:37]=2)[C:30]2[CH:35]=[CH:34][CH:33]=[CH:32][CH:31]=2)[CH:10]=[C:9]([O:48][Si](C(C)(C)C)(C)C)[CH:8]=1)(C)(C)C.[F-].C([N+](CCCC)(CCCC)CCCC)CCC. (4) Given the product [C:1]([O:5][C:6]([N:8]1[CH2:9][C@H:10]([CH2:35][O:36][C:40]2[CH:49]=[CH:48][C:47]3[C:42](=[CH:43][CH:44]=[CH:45][CH:46]=3)[N:41]=2)[N:11]([C:15]2[CH:20]=[CH:19][C:18]([O:21][CH2:22][CH2:23][CH2:24][O:25][CH2:26][C:27]3[CH:32]=[CH:31][CH:30]=[CH:29][C:28]=3[O:33][CH3:34])=[CH:17][CH:16]=2)[C:12](=[O:14])[CH2:13]1)=[O:7])([CH3:2])([CH3:4])[CH3:3], predict the reactants needed to synthesize it. The reactants are: [C:1]([O:5][C:6]([N:8]1[CH2:13][C:12](=[O:14])[N:11]([C:15]2[CH:20]=[CH:19][C:18]([O:21][CH2:22][CH2:23][CH2:24][O:25][CH2:26][C:27]3[CH:32]=[CH:31][CH:30]=[CH:29][C:28]=3[O:33][CH3:34])=[CH:17][CH:16]=2)[C@@H:10]([CH2:35][OH:36])[CH2:9]1)=[O:7])([CH3:4])([CH3:3])[CH3:2].[H-].[Na+].Cl[C:40]1[CH:49]=[CH:48][C:47]2[C:42](=[CH:43][CH:44]=[CH:45][CH:46]=2)[N:41]=1. (5) Given the product [CH3:19][C:20]1([CH3:27])[CH2:25][CH:24]([C:10]#[N:11])[CH2:23][CH2:22][O:21]1, predict the reactants needed to synthesize it. The reactants are: C1(C)C=CC(S([CH2:10][N+:11]#[C-])(=O)=O)=CC=1.C(O)(C)(C)C.[CH3:19][C:20]1([CH3:27])[CH2:25][C:24](=O)[CH2:23][CH2:22][O:21]1.CC(C)([O-])C.[K+]. (6) Given the product [Cl:44][C:14]1[N:13]=[CH:12][CH:11]=[C:10]2[C:15]=1[CH:16]=[C:7]([C:1]1[CH:6]=[CH:5][CH:4]=[CH:3][CH:2]=1)[C:8]([C:18]1[CH:19]=[CH:20][C:21]([CH2:24][N:25]3[CH2:26][CH2:27][CH:28]([C:31]4[NH:35][C:34]([C:36]5[CH:41]=[CH:40][CH:39]=[CH:38][N:37]=5)=[N:33][N:32]=4)[CH2:29][CH2:30]3)=[CH:22][CH:23]=1)=[N:9]2, predict the reactants needed to synthesize it. The reactants are: [C:1]1([C:7]2[C:8]([C:18]3[CH:23]=[CH:22][C:21]([CH2:24][N:25]4[CH2:30][CH2:29][CH:28]([C:31]5[N:35]=[C:34]([C:36]6[CH:41]=[CH:40][CH:39]=[CH:38][N:37]=6)[NH:33][N:32]=5)[CH2:27][CH2:26]4)=[CH:20][CH:19]=3)=[N:9][C:10]3[CH:11]=[CH:12][NH:13][C:14](=O)[C:15]=3[CH:16]=2)[CH:6]=[CH:5][CH:4]=[CH:3][CH:2]=1.O=P(Cl)(Cl)[Cl:44].CN(C=O)C.C([O-])(O)=O.[Na+]. (7) The reactants are: [CH3:1][O:2][C:3]1[C:8]2[CH2:9][CH2:10][CH2:11][CH:12]([N:14]3[CH2:19][CH2:18][O:17][CH2:16][CH2:15]3)[CH2:13][C:7]=2[CH:6]=[CH:5][C:4]=1[NH2:20].Cl[C:22]1[N:27]=[C:26]([NH:28][C@@H:29]2[CH2:34][CH2:33][CH2:32][CH2:31][C@H:30]2[NH:35][S:36]([CH3:39])(=[O:38])=[O:37])[C:25]([Cl:40])=[CH:24][N:23]=1. Given the product [Cl:40][C:25]1[C:26]([NH:28][C@@H:29]2[CH2:34][CH2:33][CH2:32][CH2:31][C@H:30]2[NH:35][S:36]([CH3:39])(=[O:38])=[O:37])=[N:27][C:22]([NH:20][C:4]2[CH:5]=[CH:6][C:7]3[CH2:13][CH:12]([N:14]4[CH2:19][CH2:18][O:17][CH2:16][CH2:15]4)[CH2:11][CH2:10][CH2:9][C:8]=3[C:3]=2[O:2][CH3:1])=[N:23][CH:24]=1, predict the reactants needed to synthesize it. (8) Given the product [ClH:17].[CH3:1][C:2]1[N:7]=[C:6]([C:8]#[C:9][C:10]2[CH:11]=[CH:12][CH:13]=[CH:14][CH:15]=2)[C:5]([NH2:16])=[CH:4][CH:3]=1, predict the reactants needed to synthesize it. The reactants are: [CH3:1][C:2]1[N:7]=[C:6]([C:8]#[C:9][C:10]2[CH:15]=[CH:14][CH:13]=[CH:12][CH:11]=2)[C:5]([NH2:16])=[CH:4][CH:3]=1.[ClH:17]. (9) Given the product [CH3:29][N:30]([CH2:31][CH2:32][C:33]1[CH:38]=[CH:37][CH:36]=[CH:35][CH:34]=1)[C:5]1[N:10]=[C:9]([C:11]([NH2:13])=[O:12])[CH:8]=[C:7]([C:14]2[CH:19]=[CH:18][CH:17]=[CH:16][CH:15]=2)[N:6]=1, predict the reactants needed to synthesize it. The reactants are: CS([C:5]1[N:10]=[C:9]([C:11]([NH2:13])=[O:12])[CH:8]=[C:7]([C:14]2[CH:19]=[CH:18][CH:17]=[CH:16][CH:15]=2)[N:6]=1)(=O)=O.CCN(C(C)C)C(C)C.[CH3:29][NH:30][CH2:31][CH2:32][C:33]1[CH:38]=[CH:37][CH:36]=[CH:35][CH:34]=1.